Dataset: Reaction yield outcomes from USPTO patents with 853,638 reactions. Task: Predict the reaction yield, written as a fraction of the theoretical maximum amount of product (1.0 means a 100% yield; for example, 0.34 means a 34% yield). The reactants are [C:1]1(=[O:7])[O:6][C:4](=[O:5])[CH2:3][CH2:2]1.[CH2:8]([OH:11])[C:9]#[CH:10].O. The catalyst is CN(C1C=CN=CC=1)C.C(Cl)Cl. The product is [O:5]=[C:4]([O:11][CH2:8][C:9]#[CH:10])[CH2:3][CH2:2][C:1]([OH:6])=[O:7]. The yield is 0.720.